The task is: Predict the reactants needed to synthesize the given product.. This data is from Retrosynthesis with 50K atom-mapped reactions and 10 reaction types from USPTO. (1) Given the product CC(C)(C)OC(=O)N1CCC(CC(=O)Nc2nc3[nH]nc(-n4cncc4-c4ccccc4Cl)c3s2)CC1, predict the reactants needed to synthesize it. The reactants are: CC(C)(C)OC(=O)N1CCC(CC(=O)O)CC1.Nc1nc2[nH]nc(-n3cncc3-c3ccccc3Cl)c2s1. (2) Given the product CCOC(=O)CCCOc1cccc(CCCCCCOc2cc(OCC)cc(-c3ccc(S(C)(=O)=O)cc3)c2)c1CCC(=O)OCC, predict the reactants needed to synthesize it. The reactants are: CCOC(=O)CCCOc1cccc(CCCCCCOc2cc(Br)cc(OCC)c2)c1CCC(=O)OCC.CS(=O)(=O)c1ccc(B(O)O)cc1.